This data is from Reaction yield outcomes from USPTO patents with 853,638 reactions. The task is: Predict the reaction yield, written as a fraction of the theoretical maximum amount of product (1.0 means a 100% yield; for example, 0.34 means a 34% yield). The reactants are [F:1][C:2]1[CH:3]=[C:4]([CH:8]=[CH:9][C:10]=1[N+:11]([O-:13])=[O:12])[C:5](O)=[O:6].C(Cl)(=O)C([Cl:17])=O.CN(C=O)C. The catalyst is C(Cl)Cl. The product is [F:1][C:2]1[CH:3]=[C:4]([CH:8]=[CH:9][C:10]=1[N+:11]([O-:13])=[O:12])[C:5]([Cl:17])=[O:6]. The yield is 1.00.